Dataset: Full USPTO retrosynthesis dataset with 1.9M reactions from patents (1976-2016). Task: Predict the reactants needed to synthesize the given product. The reactants are: CN(C)/C=[N:4]/[C:5]1[N:10]=[C:9]2[CH:11]=[CH:12][N:13]([CH3:14])[C:8]2=[CH:7][CH:6]=1.[OH-].[Na+]. Given the product [CH3:14][N:13]1[C:8]2[C:9](=[N:10][C:5]([NH2:4])=[CH:6][CH:7]=2)[CH:11]=[CH:12]1, predict the reactants needed to synthesize it.